Task: Binary Classification. Given a T-cell receptor sequence (or CDR3 region) and an epitope sequence, predict whether binding occurs between them.. Dataset: TCR-epitope binding with 47,182 pairs between 192 epitopes and 23,139 TCRs (1) The epitope is RPPIFIRRL. The TCR CDR3 sequence is CASSLMWGSYEQYF. Result: 0 (the TCR does not bind to the epitope). (2) The epitope is HPKVSSEVHI. The TCR CDR3 sequence is CSATSRDGDNEQFF. Result: 1 (the TCR binds to the epitope).